From a dataset of Full USPTO retrosynthesis dataset with 1.9M reactions from patents (1976-2016). Predict the reactants needed to synthesize the given product. (1) Given the product [N+:1](=[CH:3][CH2:4][O:5][C:6]([CH2:8][C:9]1[CH2:14][CH2:13][N:12]([C:15]([O:17][C:18]([CH3:21])([CH3:20])[CH3:19])=[O:16])[CH2:11][CH:10]=1)=[O:7])=[N-:2], predict the reactants needed to synthesize it. The reactants are: [N+:1](=[CH:3][CH2:4][O:5][C:6]([CH2:8][C:9]1(O)[CH2:14][CH2:13][N:12]([C:15]([O:17][C:18]([CH3:21])([CH3:20])[CH3:19])=[O:16])[CH2:11][CH2:10]1)=[O:7])=[N-:2].O(C(C)C)C(C)C.O=P(Cl)(Cl)Cl.[OH-].[Na+]. (2) Given the product [OH:1][C@:2]12[CH2:18][CH2:17][C@H:16]([C:19]3[CH:20]=[CH:21][C:22](=[O:25])[O:23][CH:24]=3)[C@@:15]1([CH3:26])[CH2:14][CH2:13][C@H:12]1[C@H:3]2[CH2:4][CH2:5][C@H:6]2[C@:11]1([CH3:27])[CH2:10][CH2:9][C@@H:8]([NH:28][C:45]([N:39]1[CH2:44][CH2:43][O:42][CH2:41][CH2:40]1)=[O:46])[CH2:7]2, predict the reactants needed to synthesize it. The reactants are: [OH:1][C@:2]12[CH2:18][CH2:17][C@H:16]([C:19]3[CH:20]=[CH:21][C:22](=[O:25])[O:23][CH:24]=3)[C@@:15]1([CH3:26])[CH2:14][CH2:13][C@H:12]1[C@H:3]2[CH2:4][CH2:5][C@H:6]2[C@:11]1([CH3:27])[CH2:10][CH2:9][CH:8]([NH:28]C)[CH2:7]2.CCN(C(C)C)C(C)C.[N:39]1([C:45](Cl)=[O:46])[CH2:44][CH2:43][O:42][CH2:41][CH2:40]1. (3) Given the product [CH:1]1([CH2:14][NH:15][CH:17]([CH3:18])[CH3:16])[C:13]2[N:5]([N:6]=[C:7]3[C:12]=2[CH:11]=[CH:10][CH:9]=[CH:8]3)[CH2:4][CH2:3][O:2]1, predict the reactants needed to synthesize it. The reactants are: [CH:1]1([CH2:14][NH2:15])[C:13]2[N:5]([N:6]=[C:7]3[C:12]=2[CH:11]=[CH:10][CH:9]=[CH:8]3)[CH2:4][CH2:3][O:2]1.[CH3:16][C:17](=O)[CH3:18]. (4) Given the product [Cl:31][C:32]1[S:36][C:35]([NH:37][C:38](=[O:59])[N:39]([CH2:44][CH2:45][CH:46]([C:53]2[CH:54]=[CH:55][CH:56]=[CH:57][CH:58]=2)[C:47]2[CH:52]=[CH:51][CH:50]=[CH:49][CH:48]=2)[CH2:19][CH2:17][CH2:16][S:15][CH3:14])=[N:34][C:33]=1[C:60]1[CH:61]=[CH:62][C:63]([NH:66][S:67]([CH3:70])(=[O:68])=[O:69])=[CH:64][CH:65]=1, predict the reactants needed to synthesize it. The reactants are: C(N1C=CN=C1)(N1C=CN=C1)=O.N[C:14]1[S:15][C:16](Cl)=[C:17]([C:19]2C=CC(NS(C)(=O)=O)=CC=2)N=1.[Cl:31][C:32]1[S:36][C:35]([NH:37][C:38](=[O:59])[N:39]([CH2:44][CH2:45][CH:46]([C:53]2[CH:58]=[CH:57][CH:56]=[CH:55][CH:54]=2)[C:47]2[CH:52]=[CH:51][CH:50]=[CH:49][CH:48]=2)CCSC)=[N:34][C:33]=1[C:60]1[CH:65]=[CH:64][C:63]([NH:66][S:67]([CH3:70])(=[O:69])=[O:68])=[CH:62][CH:61]=1. (5) Given the product [F:18][C:15]([F:16])([F:17])[C:14]1[N:9]2[N:8]=[CH:7][C:6]([C:4]([OH:5])=[O:3])=[C:10]2[CH:11]=[C:12]([C:19]2[CH:20]=[CH:21][C:22]([C:25]([F:26])([F:27])[F:28])=[CH:23][CH:24]=2)[CH:13]=1, predict the reactants needed to synthesize it. The reactants are: C([O:3][C:4]([C:6]1[CH:7]=[N:8][N:9]2[C:14]([C:15]([F:18])([F:17])[F:16])=[CH:13][C:12]([C:19]3[CH:24]=[CH:23][C:22]([C:25]([F:28])([F:27])[F:26])=[CH:21][CH:20]=3)=[CH:11][C:10]=12)=[O:5])C.O[Li].O.Cl.